From a dataset of NCI-60 drug combinations with 297,098 pairs across 59 cell lines. Regression. Given two drug SMILES strings and cell line genomic features, predict the synergy score measuring deviation from expected non-interaction effect. (1) Drug 1: CC1=CC=C(C=C1)C2=CC(=NN2C3=CC=C(C=C3)S(=O)(=O)N)C(F)(F)F. Drug 2: CC1=C(C(CCC1)(C)C)C=CC(=CC=CC(=CC(=O)O)C)C. Cell line: NCI-H322M. Synergy scores: CSS=11.9, Synergy_ZIP=1.26, Synergy_Bliss=-0.949, Synergy_Loewe=-0.778, Synergy_HSA=2.54. (2) Cell line: OVCAR-5. Synergy scores: CSS=0.865, Synergy_ZIP=-0.0202, Synergy_Bliss=1.80, Synergy_Loewe=-1.78, Synergy_HSA=-1.12. Drug 1: C1CCN(CC1)CCOC2=CC=C(C=C2)C(=O)C3=C(SC4=C3C=CC(=C4)O)C5=CC=C(C=C5)O. Drug 2: CS(=O)(=O)OCCCCOS(=O)(=O)C. (3) Drug 1: C1=NC2=C(N=C(N=C2N1C3C(C(C(O3)CO)O)O)F)N. Drug 2: C1=CC=C(C(=C1)C(C2=CC=C(C=C2)Cl)C(Cl)Cl)Cl. Cell line: IGROV1. Synergy scores: CSS=0.321, Synergy_ZIP=-0.152, Synergy_Bliss=-0.408, Synergy_Loewe=-2.64, Synergy_HSA=-1.90. (4) Drug 2: CS(=O)(=O)CCNCC1=CC=C(O1)C2=CC3=C(C=C2)N=CN=C3NC4=CC(=C(C=C4)OCC5=CC(=CC=C5)F)Cl. Drug 1: COC1=CC(=CC(=C1O)OC)C2C3C(COC3=O)C(C4=CC5=C(C=C24)OCO5)OC6C(C(C7C(O6)COC(O7)C8=CC=CS8)O)O. Synergy scores: CSS=36.3, Synergy_ZIP=0.584, Synergy_Bliss=0.589, Synergy_Loewe=-30.2, Synergy_HSA=-0.472. Cell line: SF-539. (5) Drug 2: CC1=C(N=C(N=C1N)C(CC(=O)N)NCC(C(=O)N)N)C(=O)NC(C(C2=CN=CN2)OC3C(C(C(C(O3)CO)O)O)OC4C(C(C(C(O4)CO)O)OC(=O)N)O)C(=O)NC(C)C(C(C)C(=O)NC(C(C)O)C(=O)NCCC5=NC(=CS5)C6=NC(=CS6)C(=O)NCCC[S+](C)C)O. Synergy scores: CSS=46.0, Synergy_ZIP=4.29, Synergy_Bliss=7.12, Synergy_Loewe=6.04, Synergy_HSA=4.31. Cell line: SK-MEL-2. Drug 1: COC1=CC(=CC(=C1O)OC)C2C3C(COC3=O)C(C4=CC5=C(C=C24)OCO5)OC6C(C(C7C(O6)COC(O7)C8=CC=CS8)O)O.